This data is from Peptide-MHC class II binding affinity with 134,281 pairs from IEDB. The task is: Regression. Given a peptide amino acid sequence and an MHC pseudo amino acid sequence, predict their binding affinity value. This is MHC class II binding data. The peptide sequence is PELKPGESRHTSDHM. The MHC is DRB5_0101 with pseudo-sequence DRB5_0101. The binding affinity (normalized) is 0.